This data is from Forward reaction prediction with 1.9M reactions from USPTO patents (1976-2016). The task is: Predict the product of the given reaction. Given the reactants [CH2:1]([N:3]1[C:7]2[CH:8]=[CH:9][CH:10]=[CH:11][C:6]=2[NH:5][C:4]1=[O:12])[CH3:2].[Cl:13][CH2:14][CH2:15][C@@H:16]([C:18]1[CH:23]=[CH:22][CH:21]=[CH:20][CH:19]=1)O.C1(P(C2C=CC=CC=2)C2C=CC=CC=2)C=CC=CC=1.CC(OC(/N=N/C(OC(C)C)=O)=O)C, predict the reaction product. The product is: [Cl:13][CH2:14][CH2:15][C@@H:16]([N:5]1[C:6]2[CH:11]=[CH:10][CH:9]=[CH:8][C:7]=2[N:3]([CH2:1][CH3:2])[C:4]1=[O:12])[C:18]1[CH:23]=[CH:22][CH:21]=[CH:20][CH:19]=1.